Dataset: Full USPTO retrosynthesis dataset with 1.9M reactions from patents (1976-2016). Task: Predict the reactants needed to synthesize the given product. (1) The reactants are: C(=O)([O-])[O-].[Cs+].[Cs+].[CH3:7][N:8]1[C:13]2=[CH:14][NH:15][C:16]([C:17]3[S:18][CH:19]=[C:20]([CH3:22])[N:21]=3)=[C:12]2[C:11](=[O:23])[N:10]([CH3:24])[C:9]1=[O:25].Br[CH2:27][CH:28]([O:41][Si:42]([C:45]([CH3:48])([CH3:47])[CH3:46])([CH3:44])[CH3:43])[CH2:29][N:30]1[C:38](=[O:39])[C:37]2[C:32](=[CH:33][CH:34]=[CH:35][CH:36]=2)[C:31]1=[O:40]. Given the product [Si:42]([O:41][CH:28]([CH2:29][N:30]1[C:38](=[O:39])[C:37]2[C:32](=[CH:33][CH:34]=[CH:35][CH:36]=2)[C:31]1=[O:40])[CH2:27][N:15]1[C:16]([C:17]2[S:18][CH:19]=[C:20]([CH3:22])[N:21]=2)=[C:12]2[C:13]([N:8]([CH3:7])[C:9](=[O:25])[N:10]([CH3:24])[C:11]2=[O:23])=[CH:14]1)([C:45]([CH3:48])([CH3:46])[CH3:47])([CH3:44])[CH3:43], predict the reactants needed to synthesize it. (2) The reactants are: [F:1][C:2]1[CH:7]=[CH:6][C:5]([F:8])=[CH:4][C:3]=1[CH:9]([S:20]([C:23]1[CH:28]=[CH:27][C:26]([F:29])=[CH:25][CH:24]=1)(=[O:22])=[O:21])[C:10]1[C:11]([CH3:19])=[CH:12][C:13]([C:16]([OH:18])=O)=[N:14][CH:15]=1.Cl.CN.O[N:34]1[C:38]2C=CC=CC=2N=N1.CN1CCOCC1.Cl.C(N=C=NCCCN(C)C)C. Given the product [F:1][C:2]1[CH:7]=[CH:6][C:5]([F:8])=[CH:4][C:3]=1[CH:9]([S:20]([C:23]1[CH:28]=[CH:27][C:26]([F:29])=[CH:25][CH:24]=1)(=[O:21])=[O:22])[C:10]1[C:11]([CH3:19])=[CH:12][C:13]([C:16]([NH:34][CH3:38])=[O:18])=[N:14][CH:15]=1, predict the reactants needed to synthesize it. (3) Given the product [Br:36][C:16]1[CH:15]=[C:4]([CH:3]=[C:2]([Br:1])[C:17]=1[O:18][C:19]1[CH:24]=[CH:23][C:22]([OH:25])=[C:21]([S:27]([N:30]2[CH2:31][CH2:32][CH2:33][CH2:34][CH2:35]2)(=[O:29])=[O:28])[CH:20]=1)[CH:5]=[N:6][O:7][CH:8]([CH3:14])[C:9]([OH:11])=[O:10], predict the reactants needed to synthesize it. The reactants are: [Br:1][C:2]1[CH:3]=[C:4]([CH:15]=[C:16]([Br:36])[C:17]=1[O:18][C:19]1[CH:24]=[CH:23][C:22]([O:25]C)=[C:21]([S:27]([N:30]2[CH2:35][CH2:34][CH2:33][CH2:32][CH2:31]2)(=[O:29])=[O:28])[CH:20]=1)[CH:5]=[N:6][O:7][CH:8]([CH3:14])[C:9]([O:11]CC)=[O:10].B(Br)(Br)Br. (4) Given the product [CH3:1][N:2]1[C:6]2[C:5](=[N:7][C:9]3[CH2:14][CH2:13][CH2:12][CH2:11][C:10]=3[C:15]=2[OH:16])[CH:4]=[N:3]1, predict the reactants needed to synthesize it. The reactants are: [CH3:1][N:2]1[CH:6]=[C:5]([NH2:7])[CH:4]=[N:3]1.O=[C:9]1[CH2:14][CH2:13][CH2:12][CH2:11][CH:10]1[C:15]([O-])=[O:16]. (5) The reactants are: [F:1][C:2]([C@H:5]1[CH2:10][CH2:9][C@H:8]([O:11][C:12]2[C:13]([C:29]([F:32])([F:31])[F:30])=[C:14]3[C:19](=[CH:20][CH:21]=2)[CH:18]=[C:17]([C@:22]2([CH3:28])[CH2:26][O:25]C(=O)[NH:23]2)[CH:16]=[CH:15]3)[CH2:7][CH2:6]1)([F:4])[CH3:3].[Li+].[OH-]. Given the product [NH2:23][C@@:22]([C:17]1[CH:16]=[CH:15][C:14]2[C:19](=[CH:20][CH:21]=[C:12]([O:11][C@H:8]3[CH2:7][CH2:6][C@H:5]([C:2]([F:1])([F:4])[CH3:3])[CH2:10][CH2:9]3)[C:13]=2[C:29]([F:31])([F:32])[F:30])[CH:18]=1)([CH3:28])[CH2:26][OH:25], predict the reactants needed to synthesize it. (6) Given the product [F:26][CH:27]([F:44])[O:28][C:29]1[CH:34]=[CH:33][C:32]([C:2]2[N:6]([S:7]([C:10]3[CH:11]=[N:12][CH:13]=[CH:14][CH:15]=3)(=[O:9])=[O:8])[CH:5]=[C:4]([CH2:16][N:17]([CH3:25])[C:18](=[O:24])[O:19][C:20]([CH3:23])([CH3:22])[CH3:21])[CH:3]=2)=[CH:31][CH:30]=1, predict the reactants needed to synthesize it. The reactants are: Br[C:2]1[N:6]([S:7]([C:10]2[CH:11]=[N:12][CH:13]=[CH:14][CH:15]=2)(=[O:9])=[O:8])[CH:5]=[C:4]([CH2:16][N:17]([CH3:25])[C:18](=[O:24])[O:19][C:20]([CH3:23])([CH3:22])[CH3:21])[CH:3]=1.[F:26][CH:27]([F:44])[O:28][C:29]1[CH:34]=[CH:33][C:32](B2OC(C)(C)C(C)(C)O2)=[CH:31][CH:30]=1.C(=O)([O-])[O-].[Na+].[Na+]. (7) Given the product [CH3:1][C:2]1[C:10]([CH3:19])([CH2:11][CH2:12][CH2:13][CH2:14][S:15]([O-:18])(=[O:16])=[O:17])[C:9]2[C:4](=[CH:5][CH:6]=[C:7]([S:20]([O-:23])(=[O:21])=[O:22])[CH:8]=2)[N+:3]=1[CH2:33][CH2:26][CH2:27][CH2:28][S:29]([O-:32])(=[O:31])=[O:30].[Na+:24].[Na+:24], predict the reactants needed to synthesize it. The reactants are: [CH3:1][C:2]1[C:10]([CH3:19])([CH2:11][CH2:12][CH2:13][CH2:14][S:15]([O-:18])(=[O:17])=[O:16])[C:9]2[C:4](=[CH:5][CH:6]=[C:7]([S:20]([O-:23])(=[O:22])=[O:21])[CH:8]=2)[N:3]=1.[Na+:24].[Na+].[CH2:26]1[CH2:33][O:32][S:29](=[O:31])(=[O:30])[CH2:28][CH2:27]1. (8) Given the product [CH:10]1[C:11]2[N:12]([C:19]3[N:20]=[C:21]([N:12]4[C:13]5[CH:1]=[CH:2][CH:3]=[CH:4][C:5]=5[C:6]5[C:11]4=[CH:10][CH:9]=[CH:8][CH:7]=5)[C:22]4[S:27][C:26]5[CH:28]=[CH:29][CH:30]=[CH:31][C:25]=5[C:23]=4[N:24]=3)[C:13]3[C:5](=[CH:4][CH:3]=[CH:2][CH:1]=3)[C:6]=2[CH:7]=[CH:8][CH:9]=1, predict the reactants needed to synthesize it. The reactants are: [CH:1]1[C:13]2[NH:12][C:11]3[C:6](=[CH:7][CH:8]=[CH:9][CH:10]=3)[C:5]=2[CH:4]=[CH:3][CH:2]=1.[H-].[Na+].[H][H].Br[C:19]1[N:20]=[C:21](Cl)[C:22]2[S:27][C:26]3[CH:28]=[CH:29][CH:30]=[CH:31][C:25]=3[C:23]=2[N:24]=1. (9) Given the product [F:1][C:2]1[C:7]([F:8])=[CH:6][CH:5]=[CH:4][C:3]=1[CH2:9][CH2:10][C:11]1[CH:16]=[C:15]([OH:17])[N:14]2[N:18]=[C:19]([C:21]3[NH:25][N:24]=[N:23][N:22]=3)[CH:20]=[C:13]2[N:12]=1, predict the reactants needed to synthesize it. The reactants are: [F:1][C:2]1[C:7]([F:8])=[CH:6][CH:5]=[CH:4][C:3]=1[CH2:9][CH2:10][C:11]1[CH:16]=[C:15]([OH:17])[N:14]2[N:18]=[C:19]([C:21]#[N:22])[CH:20]=[C:13]2[N:12]=1.[N-:23]=[N+:24]=[N-:25].[Na+].[Cl-].[NH4+].